From a dataset of Forward reaction prediction with 1.9M reactions from USPTO patents (1976-2016). Predict the product of the given reaction. (1) The product is: [C:1]([O:5][C:6]([N:8]1[CH:9]2[CH2:15][CH2:14][CH:13]1[CH2:12][CH:11]([CH2:16][C:17]1[CH:22]=[CH:21][C:20]([F:23])=[CH:19][CH:18]=1)[CH2:10]2)=[O:7])([CH3:4])([CH3:2])[CH3:3]. Given the reactants [C:1]([O:5][C:6]([N:8]1[CH:13]2[CH2:14][CH2:15][CH:9]1[CH2:10][C:11](=[CH:16][C:17]1[CH:22]=[CH:21][C:20]([F:23])=[CH:19][CH:18]=1)[CH2:12]2)=[O:7])([CH3:4])([CH3:3])[CH3:2].[H][H], predict the reaction product. (2) The product is: [CH2:1]([O:3][C:4]1[CH:9]=[C:8]([N:14]2[CH2:19][CH2:18][NH:17][CH2:16][CH2:15]2)[CH:7]=[CH:6][C:5]=1[N+:11]([O-:13])=[O:12])[CH3:2]. Given the reactants [CH2:1]([O:3][C:4]1[CH:9]=[C:8](F)[CH:7]=[CH:6][C:5]=1[N+:11]([O-:13])=[O:12])[CH3:2].[NH:14]1[CH2:19][CH2:18][NH:17][CH2:16][CH2:15]1, predict the reaction product. (3) The product is: [Br:1][C:2]1[CH:16]=[C:15](/[CH:17]=[CH:18]/[CH:19]([C:24]2[CH:25]=[C:26]([Cl:32])[C:27]([Cl:31])=[C:28]([Cl:30])[CH:29]=2)[C:20]([F:23])([F:21])[F:22])[CH:14]=[CH:13][C:3]=1[C:4]([NH:6][CH:7]1[CH2:12][CH2:11][N:10]([CH:35]2[CH2:36][O:33][CH2:34]2)[CH2:9][CH2:8]1)=[O:5]. Given the reactants [Br:1][C:2]1[CH:16]=[C:15](/[CH:17]=[CH:18]/[CH:19]([C:24]2[CH:29]=[C:28]([Cl:30])[C:27]([Cl:31])=[C:26]([Cl:32])[CH:25]=2)[C:20]([F:23])([F:22])[F:21])[CH:14]=[CH:13][C:3]=1[C:4]([NH:6][CH:7]1[CH2:12][CH2:11][NH:10][CH2:9][CH2:8]1)=[O:5].[O:33]1[CH2:36][C:35](=O)[CH2:34]1.CC(O)=O.[BH3-]C#N.[Na+], predict the reaction product. (4) Given the reactants [OH:1][CH:2]([C:4]1[N:9]=[C:8]([NH:10]C(=O)C(C)(C)C)[CH:7]=[CH:6][CH:5]=1)[CH3:3].Cl.[OH-].[Na+], predict the reaction product. The product is: [NH2:10][C:8]1[N:9]=[C:4]([CH:2]([OH:1])[CH3:3])[CH:5]=[CH:6][CH:7]=1. (5) Given the reactants [F:1][C:2]1[CH:7]=[CH:6][C:5]([CH3:8])=[CH:4][C:3]=1[NH:9][C:10]([C:12]1[CH:13]=[C:14]([CH:28]=[CH:29][CH:30]=1)[O:15][C:16]1[CH:21]=[CH:20][N:19]=[C:18]2[CH:22]=[C:23]([C:25]([OH:27])=O)[S:24][C:17]=12)=[O:11].C1CN([P+](ON2N=NC3C=CC=CC2=3)(N2CCCC2)N2CCCC2)CC1.F[P-](F)(F)(F)(F)F.C(N(CC)C(C)C)(C)C.Cl.Cl.[NH2:75][CH2:76][CH2:77][CH2:78][NH:79][CH2:80][C:81]([O:83][CH3:84])=[O:82], predict the reaction product. The product is: [F:1][C:2]1[CH:7]=[CH:6][C:5]([CH3:8])=[CH:4][C:3]=1[NH:9][C:10]([C:12]1[CH:13]=[C:14]([CH:28]=[CH:29][CH:30]=1)[O:15][C:16]1[CH:21]=[CH:20][N:19]=[C:18]2[CH:22]=[C:23]([C:25]([NH:75][CH2:76][CH2:77][CH2:78][NH:79][CH2:80][C:81]([O:83][CH3:84])=[O:82])=[O:27])[S:24][C:17]=12)=[O:11].